From a dataset of TCR-epitope binding with 47,182 pairs between 192 epitopes and 23,139 TCRs. Binary Classification. Given a T-cell receptor sequence (or CDR3 region) and an epitope sequence, predict whether binding occurs between them. (1) The epitope is KMQRMLLEK. The TCR CDR3 sequence is CASSYGTGADEQYF. Result: 0 (the TCR does not bind to the epitope). (2) The epitope is RPRGEVRFL. The TCR CDR3 sequence is CASRDSYEQYF. Result: 0 (the TCR does not bind to the epitope). (3) The TCR CDR3 sequence is CASTLIPSGGEQFF. The epitope is NQKLIANQF. Result: 0 (the TCR does not bind to the epitope). (4) The epitope is FLLNKEMYL. The TCR CDR3 sequence is CATSHPENTEAFF. Result: 0 (the TCR does not bind to the epitope). (5) The epitope is FLNGSCGSV. The TCR CDR3 sequence is CASSYSGTPREQYF. Result: 1 (the TCR binds to the epitope). (6) The epitope is TFYLTNDVSFL. The TCR CDR3 sequence is CATSDWGTAANTGELFF. Result: 0 (the TCR does not bind to the epitope). (7) The epitope is FVDGVPFVV. The TCR CDR3 sequence is CASSYSYTSGGQETQYF. Result: 1 (the TCR binds to the epitope). (8) The epitope is EIYKRWII. The TCR CDR3 sequence is CASSDVHGYTF. Result: 0 (the TCR does not bind to the epitope). (9) The epitope is ALSKGVHFV. The TCR CDR3 sequence is CASSLEAGSDSPLHF. Result: 1 (the TCR binds to the epitope).